This data is from Reaction yield outcomes from USPTO patents with 853,638 reactions. The task is: Predict the reaction yield, written as a fraction of the theoretical maximum amount of product (1.0 means a 100% yield; for example, 0.34 means a 34% yield). (1) The reactants are [C:1]1([C:7]2[S:8][CH:9]=[C:10]([CH:12]([C:18]([CH3:20])=O)[C:13](OCC)=[O:14])[N:11]=2)[CH:6]=[CH:5][CH:4]=[CH:3][CH:2]=1.[N:21]1[C:25]2[CH:26]=[CH:27][CH:28]=[CH:29][C:24]=2[NH:23][C:22]=1[CH2:30][C:31]#[N:32].C([O-])(=O)C.[NH4+]. No catalyst specified. The product is [CH3:20][C:18]1[C:30]([C:31]#[N:32])=[C:22]2[N:23]([C:13](=[O:14])[C:12]=1[C:10]1[N:11]=[C:7]([C:1]3[CH:6]=[CH:5][CH:4]=[CH:3][CH:2]=3)[S:8][CH:9]=1)[C:24]1[CH:29]=[CH:28][CH:27]=[CH:26][C:25]=1[NH:21]2. The yield is 0.750. (2) The reactants are [Na].Br.[CH2:3]1[C:5]2([CH2:10][NH:9][C:8]([NH2:11])=[N:7][CH2:6]2)[CH2:4]1.[C:12](OCC)(=[O:17])[CH2:13][C:14]([O-])=[O:15]. The catalyst is CO. The product is [OH:17][C:12]1[N:11]=[C:8]2[NH:9][CH2:10][C:5]3([CH2:4][CH2:3]3)[CH2:6][N:7]2[C:14](=[O:15])[CH:13]=1. The yield is 0.600. (3) The reactants are [O:1]([CH2:9][CH2:10][CH2:11][CH2:12][CH2:13][CH2:14][CH2:15][CH2:16][CH2:17][CH2:18][CH2:19][CH2:20][CH2:21][CH2:22][CH2:23][CH3:24])[S:2]([C:5]([F:8])([F:7])[F:6])(=[O:4])=[O:3].[CH3:25][C:26]1[CH:31]=[C:30]([CH3:32])[N:29]=[C:28]([CH3:33])[CH:27]=1. The catalyst is C1(C)C=CC=CC=1. The product is [O-:4][S:2]([C:5]([F:8])([F:7])[F:6])(=[O:3])=[O:1].[CH2:9]([N+:29]1[C:30]([CH3:32])=[CH:31][C:26]([CH3:25])=[CH:27][C:28]=1[CH3:33])[CH2:10][CH2:11][CH2:12][CH2:13][CH2:14][CH2:15][CH2:16][CH2:17][CH2:18][CH2:19][CH2:20][CH2:21][CH2:22][CH2:23][CH3:24]. The yield is 0.800. (4) The reactants are [OH:1][C:2]1[CH:7]=[C:6]([CH2:8][NH:9][CH:10]=[C:11]2[C:20]3[C:15](=[CH:16][CH:17]=[C:18]([I:21])[CH:19]=3)[C:14](=[O:22])[NH:13][C:12]2=[O:23])[CH:5]=[CH:4][C:3]=1C1C=CC=CC=1.[I:30]C1C=C2C(=CC=1)C(=O)NC(=O)C2=COC.NCC1C=C(O)C=CC=1I. No catalyst specified. The product is [OH:1][C:2]1[CH:3]=[CH:4][C:5]([I:30])=[C:6]([CH:7]=1)[CH2:8][NH:9][CH:10]=[C:11]1[C:20]2[C:15](=[CH:16][CH:17]=[C:18]([I:21])[CH:19]=2)[C:14](=[O:22])[NH:13][C:12]1=[O:23]. The yield is 0.730. (5) The reactants are [C:1]([O:5][C:6]([N:8]1[C:16]2[CH:15]=[C:14]([CH:17]([OH:24])[C:18]3[CH:23]=[CH:22][CH:21]=[CH:20][CH:19]=3)[N:13]=[CH:12][C:11]=2[C:10]([CH3:26])([CH3:25])[CH2:9]1)=[O:7])([CH3:4])([CH3:3])[CH3:2].[H-].[Na+].[CH3:29]I.O. The catalyst is C1COCC1. The product is [C:1]([O:5][C:6]([N:8]1[C:16]2[CH:15]=[C:14]([CH:17]([O:24][CH3:29])[C:18]3[CH:19]=[CH:20][CH:21]=[CH:22][CH:23]=3)[N:13]=[CH:12][C:11]=2[C:10]([CH3:26])([CH3:25])[CH2:9]1)=[O:7])([CH3:4])([CH3:2])[CH3:3]. The yield is 0.700. (6) The reactants are Br[C:2]1[C:10]2[C:5](=[CH:6][CH:7]=[C:8]([C:11]#[N:12])[CH:9]=2)[N:4]([CH:13]2[CH2:18][CH2:17][CH2:16][CH2:15][O:14]2)[N:3]=1.[CH3:19][O:20][C:21]1[CH:26]=[CH:25][C:24](B(O)O)=[CH:23][CH:22]=1.P([O-])([O-])([O-])=O.[K+].[K+].[K+].COCCOC. The catalyst is C(Cl)Cl.C1(P(C2C=CC=CC=2)[C-]2C=CC=C2)C=CC=CC=1.[C-]1(P(C2C=CC=CC=2)C2C=CC=CC=2)C=CC=C1.[Fe+2]. The product is [CH3:19][O:20][C:21]1[CH:26]=[CH:25][C:24]([C:2]2[C:10]3[C:5](=[CH:6][CH:7]=[C:8]([C:11]#[N:12])[CH:9]=3)[N:4]([CH:13]3[CH2:18][CH2:17][CH2:16][CH2:15][O:14]3)[N:3]=2)=[CH:23][CH:22]=1. The yield is 0.770. (7) The reactants are [OH:1][CH:2]1[CH2:5][N:4]([C:6]2[S:7][CH:8]=[C:9]([C:11]([N:13]3[CH2:16][CH:15]([O:17][CH3:18])[CH2:14]3)=[O:12])[N:10]=2)[CH2:3]1.[CH3:19][S:20](Cl)(=[O:22])=[O:21].C(N(CC)CC)C. The catalyst is C(Cl)Cl. The product is [CH3:19][S:20]([O:1][CH:2]1[CH2:5][N:4]([C:6]2[S:7][CH:8]=[C:9]([C:11]([N:13]3[CH2:16][CH:15]([O:17][CH3:18])[CH2:14]3)=[O:12])[N:10]=2)[CH2:3]1)(=[O:22])=[O:21]. The yield is 0.960. (8) The reactants are [CH2:1]([N:3]1[C:11]2[C:6](=[CH:7][CH:8]=[C:9]([O:12][CH3:13])[CH:10]=2)[C:5]([C:14]([NH2:16])=O)=[CH:4]1)[CH3:2].COC1C=CC(P2(SP(C3C=CC(OC)=CC=3)(=S)S2)=[S:26])=CC=1. The catalyst is C1(C)C=CC=CC=1. The product is [CH2:1]([N:3]1[C:11]2[C:6](=[CH:7][CH:8]=[C:9]([O:12][CH3:13])[CH:10]=2)[C:5]([C:14](=[S:26])[NH2:16])=[CH:4]1)[CH3:2]. The yield is 0.710. (9) The reactants are [NH2:1][C:2]1[CH:3]=[N:4][N:5]([CH3:22])[C:6]=1[N:7]1[CH2:13][CH2:12][CH:11]([F:14])[CH:10]([NH:15]C(=O)C(F)(F)F)[CH2:9][CH2:8]1.C(OC([NH:30][C:31]1[S:35][C:34]([C:36]2[C:41]([F:42])=[CH:40][CH:39]=[CH:38][N:37]=2)=[N:33][C:32]=1[C:43](O)=[O:44])=O)(C)(C)C. No catalyst specified. The product is [NH2:30][C:31]1[S:35][C:34]([C:36]2[C:41]([F:42])=[CH:40][CH:39]=[CH:38][N:37]=2)=[N:33][C:32]=1[C:43]([NH:1][C:2]1[CH:3]=[N:4][N:5]([CH3:22])[C:6]=1[N:7]1[CH2:13][CH2:12][C@@H:11]([F:14])[C@@H:10]([NH2:15])[CH2:9][CH2:8]1)=[O:44]. The yield is 0.740.